This data is from NCI-60 drug combinations with 297,098 pairs across 59 cell lines. The task is: Regression. Given two drug SMILES strings and cell line genomic features, predict the synergy score measuring deviation from expected non-interaction effect. (1) Drug 1: CC1C(C(CC(O1)OC2CC(CC3=C2C(=C4C(=C3O)C(=O)C5=C(C4=O)C(=CC=C5)OC)O)(C(=O)C)O)N)O.Cl. Drug 2: CC1CCC2CC(C(=CC=CC=CC(CC(C(=O)C(C(C(=CC(C(=O)CC(OC(=O)C3CCCCN3C(=O)C(=O)C1(O2)O)C(C)CC4CCC(C(C4)OC)O)C)C)O)OC)C)C)C)OC. Cell line: KM12. Synergy scores: CSS=16.3, Synergy_ZIP=-9.96, Synergy_Bliss=-13.6, Synergy_Loewe=-6.80, Synergy_HSA=-6.45. (2) Drug 2: CN(C)N=NC1=C(NC=N1)C(=O)N. Drug 1: C1CCN(CC1)CCOC2=CC=C(C=C2)C(=O)C3=C(SC4=C3C=CC(=C4)O)C5=CC=C(C=C5)O. Synergy scores: CSS=-1.73, Synergy_ZIP=-0.0733, Synergy_Bliss=-1.77, Synergy_Loewe=-4.73, Synergy_HSA=-4.69. Cell line: HT29. (3) Drug 1: CC(CN1CC(=O)NC(=O)C1)N2CC(=O)NC(=O)C2. Drug 2: C1CN1P(=S)(N2CC2)N3CC3. Cell line: UACC62. Synergy scores: CSS=16.9, Synergy_ZIP=-6.85, Synergy_Bliss=-7.00, Synergy_Loewe=-5.11, Synergy_HSA=-3.63. (4) Drug 1: CNC(=O)C1=NC=CC(=C1)OC2=CC=C(C=C2)NC(=O)NC3=CC(=C(C=C3)Cl)C(F)(F)F. Drug 2: CC(C)CN1C=NC2=C1C3=CC=CC=C3N=C2N. Cell line: MDA-MB-231. Synergy scores: CSS=0.963, Synergy_ZIP=-1.56, Synergy_Bliss=-2.23, Synergy_Loewe=-3.45, Synergy_HSA=-3.74. (5) Drug 1: CCCCCOC(=O)NC1=NC(=O)N(C=C1F)C2C(C(C(O2)C)O)O. Drug 2: C1=NC2=C(N=C(N=C2N1C3C(C(C(O3)CO)O)F)Cl)N. Cell line: IGROV1. Synergy scores: CSS=2.53, Synergy_ZIP=2.98, Synergy_Bliss=-3.55, Synergy_Loewe=0.674, Synergy_HSA=-1.48. (6) Drug 1: C1=NC2=C(N=C(N=C2N1C3C(C(C(O3)CO)O)F)Cl)N. Drug 2: N.N.Cl[Pt+2]Cl. Cell line: HT29. Synergy scores: CSS=18.5, Synergy_ZIP=-4.89, Synergy_Bliss=2.09, Synergy_Loewe=0.190, Synergy_HSA=-0.268.